Task: Predict the reaction yield, written as a fraction of the theoretical maximum amount of product (1.0 means a 100% yield; for example, 0.34 means a 34% yield).. Dataset: Reaction yield outcomes from USPTO patents with 853,638 reactions (1) The product is [CH2:44]([O:43][CH2:42][O:17][CH2:16][C@H:15]([NH:18][C:19](=[O:41])[CH2:20][C@H:21]([O:33][CH2:34][C:35]1[CH:36]=[CH:37][CH:38]=[CH:39][CH:40]=1)[CH2:22][CH2:23][CH2:24][CH2:25][CH2:26][CH2:27][CH2:28][CH2:29][CH2:30][CH2:31][CH3:32])[CH2:14][CH2:13][CH2:12][NH2:11])[C:45]1[CH:50]=[CH:49][CH:48]=[CH:47][CH:46]=1. The reactants are C(OC([NH:11][CH2:12][CH2:13][CH2:14][C@@H:15]([NH:18][C:19](=[O:41])[CH2:20][C@H:21]([O:33][CH2:34][C:35]1[CH:40]=[CH:39][CH:38]=[CH:37][CH:36]=1)[CH2:22][CH2:23][CH2:24][CH2:25][CH2:26][CH2:27][CH2:28][CH2:29][CH2:30][CH2:31][CH3:32])[CH2:16][OH:17])=O)C1C=CC=CC=1.[CH2:42](Cl)[O:43][CH2:44][C:45]1[CH:50]=[CH:49][CH:48]=[CH:47][CH:46]=1.C(N(C(C)C)CC)(C)C. The catalyst is C(Cl)Cl. The yield is 0.980. (2) The reactants are CC([S@]([NH:7][C@@H:8]([C:18]1[CH:23]=[CH:22][CH:21]=[CH:20][CH:19]=1)[C:9]([CH3:17])([C:11]1[CH:16]=[CH:15][CH:14]=[CH:13][N:12]=1)[CH3:10])=O)(C)C.Cl.O1CCOCC1.CO.[OH-].[Na+]. The catalyst is ClCCl.O. The product is [CH3:17][C:9]([C:11]1[CH:16]=[CH:15][CH:14]=[CH:13][N:12]=1)([CH3:10])[C@H:8]([C:18]1[CH:23]=[CH:22][CH:21]=[CH:20][CH:19]=1)[NH2:7]. The yield is 1.07. (3) The reactants are [CH3:1][C:2]1[C:22]([CH3:23])=[CH:21][C:5]2[N:6]([CH2:9][C:10]3[CH:20]=[CH:19][C:13]4[N:14]=[C:15]([S:17][CH3:18])[S:16][C:12]=4[CH:11]=3)[CH:7]=[N:8][C:4]=2[CH:3]=1.ClC1C=CC=C(C(OO)=[O:32])C=1. The catalyst is C(Cl)Cl.CCOC(C)=O. The product is [CH3:1][C:2]1[C:22]([CH3:23])=[CH:21][C:5]2[N:6]([CH2:9][C:10]3[CH:20]=[CH:19][C:13]4[N:14]=[C:15]([S:17]([CH3:18])=[O:32])[S:16][C:12]=4[CH:11]=3)[CH:7]=[N:8][C:4]=2[CH:3]=1. The yield is 0.980. (4) The reactants are [CH2:1]([C:3]1[C:4]([OH:13])=[C:5]([C:9]([CH3:12])=[CH:10][CH:11]=1)[C:6]([OH:8])=[O:7])[CH3:2].C(N(C(C)C)CC)(C)C.[CH3:23][O:24][CH2:25]Cl. The catalyst is ClCCl. The product is [CH2:1]([C:3]1[C:4]([O:13][CH2:23][O:24][CH3:25])=[C:5]([C:9]([CH3:12])=[CH:10][CH:11]=1)[C:6]([OH:8])=[O:7])[CH3:2]. The yield is 1.00. (5) The reactants are Br[C:2]1[CH:7]=[CH:6][C:5]([CH2:8][C:9]([O:11][CH2:12][CH3:13])=[O:10])=[CH:4][CH:3]=1.[B:14]1([B:14]2[O:18][C:17]([CH3:20])([CH3:19])[C:16]([CH3:22])([CH3:21])[O:15]2)[O:18][C:17]([CH3:20])([CH3:19])[C:16]([CH3:22])([CH3:21])[O:15]1.C([O-])(=O)C.[K+]. The catalyst is O1CCOCC1.C(OCC)(=O)C.C1C=CC(P(C2C=CC=CC=2)[C-]2C=CC=C2)=CC=1.C1C=CC(P(C2C=CC=CC=2)[C-]2C=CC=C2)=CC=1.Cl[Pd]Cl.[Fe+2].C(Cl)Cl. The product is [CH3:21][C:16]1([CH3:22])[C:17]([CH3:20])([CH3:19])[O:18][B:14]([C:2]2[CH:7]=[CH:6][C:5]([CH2:8][C:9]([O:11][CH2:12][CH3:13])=[O:10])=[CH:4][CH:3]=2)[O:15]1. The yield is 0.790. (6) The reactants are [Cl:1][C:2]1[CH:7]=[CH:6][C:5]([C:8]2[C:9]([NH:35][NH:36][C:37](=O)[CH2:38][CH3:39])=[N:10][N:11]([CH2:23][C:24]3[C:25]([CH3:34])=[N:26][C:27]([C:30]([F:33])([F:32])[F:31])=[CH:28][CH:29]=3)[C:12](=[O:22])[C:13]=2[C:14]2[CH:19]=[CH:18][C:17]([C:20]#[N:21])=[CH:16][CH:15]=2)=[CH:4][CH:3]=1.O=P(Cl)(Cl)Cl. The catalyst is C1(C)C=CC=CC=1. The product is [Cl:1][C:2]1[CH:7]=[CH:6][C:5]([C:8]2[C:9]3[N:10]([C:37]([CH2:38][CH3:39])=[N:36][N:35]=3)[N:11]([CH2:23][C:24]3[C:25]([CH3:34])=[N:26][C:27]([C:30]([F:31])([F:32])[F:33])=[CH:28][CH:29]=3)[C:12](=[O:22])[C:13]=2[C:14]2[CH:19]=[CH:18][C:17]([C:20]#[N:21])=[CH:16][CH:15]=2)=[CH:4][CH:3]=1. The yield is 0.690. (7) The reactants are [Br:1][C:2]1[CH:7]=[CH:6][C:5]([C:8](=[N:19][OH:20])[CH2:9][C:10]2[CH:15]=[CH:14][C:13]([S:16][CH3:17])=[C:12]([F:18])[CH:11]=2)=[CH:4][CH:3]=1.C([N-]C(C)C)(C)C.[Li+].C([Li])CCC.[C:34](N1C=CN=C1)(=[O:36])[CH3:35].Cl. The catalyst is O1CCCC1.CCCCCC. The product is [Br:1][C:2]1[CH:3]=[CH:4][C:5]([C:8]2[CH:9]([C:10]3[CH:15]=[CH:14][C:13]([S:16][CH3:17])=[C:12]([F:18])[CH:11]=3)[C:34]([CH3:35])([OH:36])[O:20][N:19]=2)=[CH:6][CH:7]=1. The yield is 0.360. (8) The reactants are CN(OC)[C:3]([CH:5]1[CH2:10][CH2:9][CH2:8][CH2:7][CH2:6]1)=[O:4].[CH2:13]([Mg]Cl)[C:14]1[CH:19]=[CH:18][CH:17]=[CH:16][CH:15]=1.C(OCC)C.O. The catalyst is O1CCCC1. The product is [CH2:13]([C:3]([CH:5]1[CH2:10][CH2:9][CH2:8][CH2:7][CH2:6]1)=[O:4])[C:14]1[CH:19]=[CH:18][CH:17]=[CH:16][CH:15]=1. The yield is 0.700. (9) The reactants are [Cl-].O[NH3+:3].[C:4](=[O:7])([O-])[OH:5].[Na+].CS(C)=O.[CH2:13]([C:15]1[N:16]([C:40]2[CH:45]=[CH:44][C:43]([N:46]3[CH2:51][CH2:50][O:49][CH2:48][CH2:47]3)=[CH:42][CH:41]=2)[C:17](=[O:39])[C:18]([CH2:24][C:25]2[CH:30]=[CH:29][C:28]([C:31]3[C:32]([C:37]#[N:38])=[CH:33][CH:34]=[CH:35][CH:36]=3)=[CH:27][CH:26]=2)=[C:19]([CH2:21][CH2:22][CH3:23])[N:20]=1)[CH3:14]. The catalyst is O. The product is [CH2:13]([C:15]1[N:16]([C:40]2[CH:41]=[CH:42][C:43]([N:46]3[CH2:51][CH2:50][O:49][CH2:48][CH2:47]3)=[CH:44][CH:45]=2)[C:17](=[O:39])[C:18]([CH2:24][C:25]2[CH:26]=[CH:27][C:28]([C:31]3[CH:36]=[CH:35][CH:34]=[CH:33][C:32]=3[C:37]3[NH:3][C:4](=[O:7])[O:5][N:38]=3)=[CH:29][CH:30]=2)=[C:19]([CH2:21][CH2:22][CH3:23])[N:20]=1)[CH3:14]. The yield is 0.540.